This data is from Peptide-MHC class I binding affinity with 185,985 pairs from IEDB/IMGT. The task is: Regression. Given a peptide amino acid sequence and an MHC pseudo amino acid sequence, predict their binding affinity value. This is MHC class I binding data. (1) The peptide sequence is AEILPDTTY. The MHC is HLA-B40:02 with pseudo-sequence HLA-B40:02. The binding affinity (normalized) is 0.118. (2) The peptide sequence is HTAAPWGSY. The MHC is HLA-A24:03 with pseudo-sequence HLA-A24:03. The binding affinity (normalized) is 0.0847.